Dataset: Reaction yield outcomes from USPTO patents with 853,638 reactions. Task: Predict the reaction yield, written as a fraction of the theoretical maximum amount of product (1.0 means a 100% yield; for example, 0.34 means a 34% yield). (1) The reactants are C([C@@H]1C[C@H](O)C[C@@H]1C([N:11]([C:13]1[N:14]=[C:15]2[CH:21]=[CH:20][N:19]([S:22]([C:25]3[CH:31]=[CH:30][C:28]([CH3:29])=[CH:27][CH:26]=3)(=[O:24])=[O:23])[C:16]2=[N:17][CH:18]=1)[NH2:12])=O)C.[OH:32][C:33]1[CH:40]=[CH:39][C:36]([C:37]#[N:38])=[CH:35][CH:34]=1.[C:41]1(P([C:41]2[CH:46]=[CH:45][CH:44]=[CH:43][CH:42]=2)[C:41]2[CH:46]=[CH:45][CH:44]=[CH:43][CH:42]=2)[CH:46]=[CH:45][CH:44]=[CH:43][CH:42]=1.CCOC(/N=N/C([O:69][CH2:70][CH3:71])=O)=O. The catalyst is C1COCC1. The product is [C:37]([C:36]1[CH:39]=[CH:40][C:33]([O:32][C@H:46]2[CH2:45][C@H:71]([C:70]([NH:12][NH:11][C:13]3[N:14]=[C:15]4[CH:21]=[CH:20][N:19]([S:22]([C:25]5[CH:31]=[CH:30][C:28]([CH3:29])=[CH:27][CH:26]=5)(=[O:24])=[O:23])[C:16]4=[N:17][CH:18]=3)=[O:69])[C@H:42]([CH2:43][CH3:44])[CH2:41]2)=[CH:34][CH:35]=1)#[N:38]. The yield is 0.880. (2) The reactants are [C:1]([N:4]1[CH2:9][CH2:8][NH:7][CH2:6][CH2:5]1)(=[O:3])[CH3:2].Br[CH2:11][CH2:12][OH:13].C(=O)([O-])[O-].[K+].[K+]. The catalyst is C(#N)C. The product is [C:1]([N:4]1[CH2:9][CH2:8][N:7]([CH2:11][CH2:12][OH:13])[CH2:6][CH2:5]1)(=[O:3])[CH3:2]. The yield is 0.560. (3) The reactants are C(OC([N:8]1[CH2:14][CH2:13][CH2:12][N:11]([C:15]2[N:20]=[C:19]3[NH:21][C:22]([C:24]([C:26]4[CH:31]=[CH:30][N:29]=[C:28]([C:32]5[C:41]6[C:36](=[CH:37][CH:38]=[CH:39][CH:40]=6)[CH:35]=[N:34][CH:33]=5)[CH:27]=4)=[O:25])=[N:23][C:18]3=[CH:17][CH:16]=2)[CH2:10][CH2:9]1)=O)(C)(C)C.Cl. The catalyst is CCOCC. The product is [N:11]1([C:15]2[N:20]=[C:19]3[NH:21][C:22]([C:24]([C:26]4[CH:31]=[CH:30][N:29]=[C:28]([C:32]5[C:41]6[C:36](=[CH:37][CH:38]=[CH:39][CH:40]=6)[CH:35]=[N:34][CH:33]=5)[CH:27]=4)=[O:25])=[N:23][C:18]3=[CH:17][CH:16]=2)[CH2:12][CH2:13][CH2:14][NH:8][CH2:9][CH2:10]1. The yield is 0.490. (4) The reactants are [F:1][C:2]1[CH:7]=[C:6]([CH3:8])[C:5]([N+:9]([O-:11])=[O:10])=[CH:4][C:3]=1[N+:12]([O-:14])=[O:13].C[C:16]([N:18]([CH3:20])[CH3:19])=O.CN(C=O)C. The catalyst is O. The product is [F:1][C:2]1[C:3]([N+:12]([O-:14])=[O:13])=[CH:4][C:5]([N+:9]([O-:11])=[O:10])=[C:6](/[CH:8]=[CH:16]/[N:18]([CH3:20])[CH3:19])[CH:7]=1. The yield is 0.630. (5) The reactants are [Cl:1][C:2]1[CH:12]=[CH:11][CH:10]=[C:9]([Cl:13])[C:3]=1[CH2:4][O:5][C:6](=[O:8])[CH3:7].[B:14]1([B:14]2[O:18][C:17]([CH3:20])([CH3:19])[C:16]([CH3:22])([CH3:21])[O:15]2)[O:18][C:17]([CH3:20])([CH3:19])[C:16]([CH3:22])([CH3:21])[O:15]1.CCOC(C)=O. The catalyst is CCCCCCC.C(O)C. The product is [Cl:1][C:2]1[CH:12]=[C:11]([B:14]2[O:18][C:17]([CH3:20])([CH3:19])[C:16]([CH3:22])([CH3:21])[O:15]2)[CH:10]=[C:9]([Cl:13])[C:3]=1[CH2:4][O:5][C:6](=[O:8])[CH3:7]. The yield is 0.630.